Dataset: Forward reaction prediction with 1.9M reactions from USPTO patents (1976-2016). Task: Predict the product of the given reaction. The product is: [CH2:15]([N:14]([CH2:12][CH3:13])[C:7](=[O:8])[C:6]1[CH:10]=[CH:11][C:3]([CH2:2][Cl:1])=[CH:4][CH:5]=1)[C:16]1[CH:21]=[CH:20][CH:19]=[CH:18][CH:17]=1. Given the reactants [Cl:1][CH2:2][C:3]1[CH:11]=[CH:10][C:6]([C:7](Cl)=[O:8])=[CH:5][CH:4]=1.[CH2:12]([NH:14][CH2:15][C:16]1[CH:21]=[CH:20][CH:19]=[CH:18][CH:17]=1)[CH3:13], predict the reaction product.